Dataset: Forward reaction prediction with 1.9M reactions from USPTO patents (1976-2016). Task: Predict the product of the given reaction. Given the reactants [CH3:1][O:2][C:3]1[CH:8]=[CH:7][C:6]([O:9][C:10]2[CH:15]=[CH:14][CH:13]=[CH:12][CH:11]=2)=[CH:5][C:4]=1[S:16]([OH:19])(=O)=[O:17].P(Cl)(Cl)(Cl)(Cl)[Cl:21], predict the reaction product. The product is: [CH3:1][O:2][C:3]1[CH:8]=[CH:7][C:6]([O:9][C:10]2[CH:15]=[CH:14][CH:13]=[CH:12][CH:11]=2)=[CH:5][C:4]=1[S:16]([Cl:21])(=[O:19])=[O:17].